This data is from Reaction yield outcomes from USPTO patents with 853,638 reactions. The task is: Predict the reaction yield, written as a fraction of the theoretical maximum amount of product (1.0 means a 100% yield; for example, 0.34 means a 34% yield). (1) The reactants are [Br:1][C:2]1[S:6][C:5]([CH3:7])=[N:4][C:3]=1[C:8]([OH:10])=[O:9].Cl.[CH3:12]O. The catalyst is CCOCC. The product is [CH3:12][O:9][C:8]([C:3]1[N:4]=[C:5]([CH3:7])[S:6][C:2]=1[Br:1])=[O:10]. The yield is 0.820. (2) The reactants are [Br:1][C:2]1[NH:3][C:4]2[CH:10]=[C:9]([Cl:11])[C:8]([Cl:12])=[CH:7][C:5]=2[N:6]=1.C(N)(=O)C.C(O[CH:21]1[O:38][CH2:37][C@@H:32]([O:33][C:34](=[O:36])[CH3:35])[C@H:27]([O:28][C:29](=[O:31])[CH3:30])[C@H:22]1[O:23][C:24](=[O:26])[CH3:25])(=O)C.S([O-])([O-])(=O)=O.[Na+].[Na+]. The catalyst is C(OCC)(=O)C.C(#N)C. The product is [Br:1][C:2]1[N:3]([C@@H:37]2[O:38][CH2:21][C@@H:22]([O:23][C:24](=[O:26])[CH3:25])[C@H:27]([O:28][C:29](=[O:31])[CH3:30])[C@H:32]2[O:33][C:34](=[O:36])[CH3:35])[C:4]2[CH:10]=[C:9]([Cl:11])[C:8]([Cl:12])=[CH:7][C:5]=2[N:6]=1. The yield is 0.260. (3) The reactants are [Br:1][C:2]1[N:10]([CH2:11][C:12]2[CH:17]=[CH:16][C:15]([F:18])=[CH:14][CH:13]=2)[C:9]2[C:8](=[O:19])[N:7]([CH2:20][CH2:21][CH2:22][O:23]C3CCCCO3)[C:6](=[O:30])[N:5]([CH3:31])[C:4]=2[N:3]=1.Cl. The catalyst is C(O)C. The product is [Br:1][C:2]1[N:10]([CH2:11][C:12]2[CH:13]=[CH:14][C:15]([F:18])=[CH:16][CH:17]=2)[C:9]2[C:8](=[O:19])[N:7]([CH2:20][CH2:21][CH2:22][OH:23])[C:6](=[O:30])[N:5]([CH3:31])[C:4]=2[N:3]=1. The yield is 0.839. (4) The reactants are [CH3:1][C:2]([S:11][C:12]1[CH:17]=[CH:16][C:15]([C:18]2[S:19][C:20]([C:38]3[CH:43]=[CH:42][CH:41]=[CH:40][CH:39]=3)=[C:21]([C:23]([NH:25][C:26]3[CH:31]=[CH:30][C:29]([N:32]4[CH2:37][CH2:36][O:35][CH2:34][CH2:33]4)=[CH:28][CH:27]=3)=[O:24])[N:22]=2)=[CH:14][CH:13]=1)([CH3:10])[C:3]([O:5]C(C)(C)C)=[O:4].NC1C=CC=CC=1.FC(F)(F)C(O)=O. The catalyst is ClCCl. The product is [CH3:10][C:2]([S:11][C:12]1[CH:13]=[CH:14][C:15]([C:18]2[S:19][C:20]([C:38]3[CH:39]=[CH:40][CH:41]=[CH:42][CH:43]=3)=[C:21]([C:23]([NH:25][C:26]3[CH:31]=[CH:30][C:29]([N:32]4[CH2:37][CH2:36][O:35][CH2:34][CH2:33]4)=[CH:28][CH:27]=3)=[O:24])[N:22]=2)=[CH:16][CH:17]=1)([CH3:1])[C:3]([OH:5])=[O:4]. The yield is 0.940.